From a dataset of Peptide-MHC class I binding affinity with 185,985 pairs from IEDB/IMGT. Regression. Given a peptide amino acid sequence and an MHC pseudo amino acid sequence, predict their binding affinity value. This is MHC class I binding data. The peptide sequence is SNIDFKIKK. The MHC is HLA-A02:01 with pseudo-sequence HLA-A02:01. The binding affinity (normalized) is 0.